Dataset: Catalyst prediction with 721,799 reactions and 888 catalyst types from USPTO. Task: Predict which catalyst facilitates the given reaction. (1) Reactant: Br[C:2]1[CH:14]=[CH:13][C:5]([O:6][CH2:7][CH2:8][C:9]([CH3:12])([OH:11])[CH3:10])=[CH:4][C:3]=1[CH3:15].[B:16]1([B:16]2[O:20][C:19]([CH3:22])([CH3:21])[C:18]([CH3:24])([CH3:23])[O:17]2)[O:20][C:19]([CH3:22])([CH3:21])[C:18]([CH3:24])([CH3:23])[O:17]1.CC([O-])=O.[K+]. Product: [CH3:10][C:9]([OH:11])([CH2:8][CH2:7][O:6][C:5]1[CH:13]=[CH:14][C:2]([B:16]2[O:20][C:19]([CH3:22])([CH3:21])[C:18]([CH3:24])([CH3:23])[O:17]2)=[C:3]([CH3:15])[CH:4]=1)[CH3:12]. The catalyst class is: 75. (2) Reactant: Br[CH2:2][C:3]1[N:7]([CH3:8])[N:6]([CH:9]2[CH2:14][CH2:13][CH2:12][CH2:11][CH2:10]2)[C:5](=[O:15])[C:4]=1[Cl:16].[CH3:17][C:18]1[CH:23]=[C:22]([CH3:24])[CH:21]=[CH:20][C:19]=1[N:25]1[CH2:30][CH2:29][NH:28][CH2:27][CH2:26]1.C(=O)([O-])[O-].[K+].[K+]. Product: [Cl:16][C:4]1[C:5](=[O:15])[N:6]([CH:9]2[CH2:14][CH2:13][CH2:12][CH2:11][CH2:10]2)[N:7]([CH3:8])[C:3]=1[CH2:2][N:28]1[CH2:29][CH2:30][N:25]([C:19]2[CH:20]=[CH:21][C:22]([CH3:24])=[CH:23][C:18]=2[CH3:17])[CH2:26][CH2:27]1. The catalyst class is: 10. (3) Reactant: [F:1][C:2]1[CH:3]=[C:4]2[C:9](=[CH:10][CH:11]=1)[N:8]=[CH:7][CH:6]=[C:5]2[CH:12]1[CH2:21][CH2:20][C:15]2(OCC[O:16]2)[CH2:14][CH2:13]1.Cl. Product: [F:1][C:2]1[CH:3]=[C:4]2[C:9](=[CH:10][CH:11]=1)[N:8]=[CH:7][CH:6]=[C:5]2[CH:12]1[CH2:13][CH2:14][C:15](=[O:16])[CH2:20][CH2:21]1. The catalyst class is: 21.